From a dataset of Forward reaction prediction with 1.9M reactions from USPTO patents (1976-2016). Predict the product of the given reaction. (1) Given the reactants Br[C:2]1[C:7]([CH3:8])=[CH:6][C:5]([O:9][CH2:10][CH2:11][CH2:12][S:13]([CH3:16])(=[O:15])=[O:14])=[CH:4][C:3]=1[CH3:17].[B:18]1([B:18]2[O:22][C:21]([CH3:24])([CH3:23])[C:20]([CH3:26])([CH3:25])[O:19]2)[O:22][C:21]([CH3:24])([CH3:23])[C:20]([CH3:26])([CH3:25])[O:19]1.C([O-])(=O)C.[K+], predict the reaction product. The product is: [CH3:17][C:3]1[CH:4]=[C:5]([O:9][CH2:10][CH2:11][CH2:12][S:13]([CH3:16])(=[O:15])=[O:14])[CH:6]=[C:7]([CH3:8])[C:2]=1[B:18]1[O:22][C:21]([CH3:24])([CH3:23])[C:20]([CH3:26])([CH3:25])[O:19]1. (2) Given the reactants C(N(C(C)C)C(C)C)C.[CH3:10][O:11][C:12]1[CH:17]=[CH:16][C:15]([C:18]2[CH:23]=[CH:22][N:21]=[C:20]([NH2:24])[C:19]=2[NH2:25])=[CH:14][CH:13]=1.[C:26]([C:29]1[CH:34]=[CH:33][N:32]=[C:31]([C:35]([O:37][CH3:38])=[O:36])[CH:30]=1)(=O)C.CN(C(ON1N=NC2C=CC=CC1=2)=[N+](C)C)C.F[P-](F)(F)(F)(F)F, predict the reaction product. The product is: [CH3:10][O:11][C:12]1[CH:17]=[CH:16][C:15]([C:18]2[CH:23]=[CH:22][N:21]=[C:20]3[NH:24][C:26]([C:29]4[CH:34]=[CH:33][N:32]=[C:31]([C:35]([O:37][CH3:38])=[O:36])[CH:30]=4)=[N:25][C:19]=23)=[CH:14][CH:13]=1. (3) Given the reactants ClC(Cl)(Cl)CO[C:5](=[O:19])[NH:6][C:7]1[N:8]([CH2:16][CH2:17][OH:18])[N:9]=[C:10]([C:12]([CH3:15])([CH3:14])[CH3:13])[CH:11]=1.[CH:22]1([C:28]2[N:32]3[CH:33]=[C:34]([O:37][C@H:38]4[C:47]5[C:42](=[CH:43][CH:44]=[CH:45][CH:46]=5)[C@@H:41]([NH2:48])[CH2:40][CH2:39]4)[CH:35]=[CH:36][C:31]3=[N:30][N:29]=2)[CH2:27][CH2:26][CH2:25][CH2:24][CH2:23]1.CCN(C(C)C)C(C)C.CO, predict the reaction product. The product is: [C:12]([C:10]1[CH:11]=[C:7]([NH:6][C:5]([NH:48][C@@H:41]2[C:42]3[C:47](=[CH:46][CH:45]=[CH:44][CH:43]=3)[C@H:38]([O:37][C:34]3[CH:35]=[CH:36][C:31]4[N:32]([C:28]([CH:22]5[CH2:27][CH2:26][CH2:25][CH2:24][CH2:23]5)=[N:29][N:30]=4)[CH:33]=3)[CH2:39][CH2:40]2)=[O:19])[N:8]([CH2:16][CH2:17][OH:18])[N:9]=1)([CH3:13])([CH3:14])[CH3:15]. (4) Given the reactants C([O:3][C:4](=[O:36])[C:5]([O:34][CH3:35])([CH3:33])[CH2:6][C:7]1[CH:12]=[CH:11][C:10]([O:13][CH2:14][CH2:15][C:16]2[N:17]([CH2:30][CH2:31][CH3:32])[C:18](=[O:29])[N:19]([CH2:21][C:22]3[CH:27]=[CH:26][C:25]([CH3:28])=[CH:24][CH:23]=3)[CH:20]=2)=[CH:9][CH:8]=1)C.[OH-].[Na+].Cl, predict the reaction product. The product is: [CH3:35][O:34][C:5]([CH3:33])([CH2:6][C:7]1[CH:8]=[CH:9][C:10]([O:13][CH2:14][CH2:15][C:16]2[N:17]([CH2:30][CH2:31][CH3:32])[C:18](=[O:29])[N:19]([CH2:21][C:22]3[CH:23]=[CH:24][C:25]([CH3:28])=[CH:26][CH:27]=3)[CH:20]=2)=[CH:11][CH:12]=1)[C:4]([OH:36])=[O:3].